From a dataset of Forward reaction prediction with 1.9M reactions from USPTO patents (1976-2016). Predict the product of the given reaction. (1) Given the reactants Br[C:2]1[CH:20]=[CH:19][C:5]([O:6][CH2:7][CH2:8][CH2:9][CH2:10][NH:11][C:12](=[O:18])[O:13][C:14]([CH3:17])([CH3:16])[CH3:15])=[CH:4][CH:3]=1.C([O-])(=O)C.[K+].[B:26]1([B:26]2[O:30][C:29]([CH3:32])([CH3:31])[C:28]([CH3:34])([CH3:33])[O:27]2)[O:30][C:29]([CH3:32])([CH3:31])[C:28]([CH3:34])([CH3:33])[O:27]1, predict the reaction product. The product is: [CH3:33][C:28]1([CH3:34])[C:29]([CH3:32])([CH3:31])[O:30][B:26]([C:2]2[CH:20]=[CH:19][C:5]([O:6][CH2:7][CH2:8][CH2:9][CH2:10][NH:11][C:12](=[O:18])[O:13][C:14]([CH3:17])([CH3:16])[CH3:15])=[CH:4][CH:3]=2)[O:27]1. (2) Given the reactants N(C(OCC)=O)=NC(OCC)=O.[F:13][C:14]1[C:22]([O:23][C:24]2[C:33]3[C:28](=[CH:29][C:30]([O:35][CH3:36])=[C:31]([OH:34])[CH:32]=3)[N:27]=[CH:26][N:25]=2)=[CH:21][CH:20]=[C:19]2[C:15]=1[CH:16]=[C:17]([CH3:37])[NH:18]2.C1(P(C2C=CC=CC=2)C2C=CC=CC=2)C=CC=CC=1.[Br:57][CH2:58][CH2:59][CH2:60]O.CCOC(/N=N/C(OCC)=O)=O, predict the reaction product. The product is: [Br:57][CH2:58][CH2:59][CH2:60][O:34][C:31]1[CH:32]=[C:33]2[C:28](=[CH:29][C:30]=1[O:35][CH3:36])[N:27]=[CH:26][N:25]=[C:24]2[O:23][C:22]1[C:14]([F:13])=[C:15]2[C:19](=[CH:20][CH:21]=1)[NH:18][C:17]([CH3:37])=[CH:16]2. (3) The product is: [F:21][C:18]1[CH:19]=[CH:20][C:15]([C:7]2[C:6]3[C:11](=[CH:12][C:3]([CH2:2][N:30]4[N:31]=[N:32][C:28]([C:24]([OH:27])([CH2:25][CH3:26])[C:23]([F:33])([F:34])[F:22])=[N:29]4)=[CH:4][CH:5]=3)[N:10]=[C:9]([C:13]#[N:14])[CH:8]=2)=[CH:16][CH:17]=1.[F:21][C:18]1[CH:19]=[CH:20][C:15]([C:7]2[C:6]3[C:11](=[CH:12][C:3]([CH2:2][N:32]4[C:28]([C:24]([OH:27])([CH2:25][CH3:26])[C:23]([F:33])([F:34])[F:22])=[N:29][N:30]=[N:31]4)=[CH:4][CH:5]=3)[N:10]=[C:9]([C:13]#[N:14])[CH:8]=2)=[CH:16][CH:17]=1. Given the reactants Br[CH2:2][C:3]1[CH:12]=[C:11]2[C:6]([C:7]([C:15]3[CH:20]=[CH:19][C:18]([F:21])=[CH:17][CH:16]=3)=[CH:8][C:9]([C:13]#[N:14])=[N:10]2)=[CH:5][CH:4]=1.[F:22][C:23]([F:34])([F:33])[C:24]([C:28]1[N:29]=[N:30][NH:31][N:32]=1)([OH:27])[CH2:25][CH3:26].C(=O)([O-])[O-].[K+].[K+], predict the reaction product. (4) Given the reactants F[C:2]1[CH:3]=[CH:4][C:5]([C:12]2[CH2:17][CH2:16][O:15][C:14](=[O:18])[CH:13]=2)=[C:6]2[C:10]=1[C@@H:9](O)CC2.O[C:20]1C=CC2[C@H](CC(OC)=O)COC=2C=1.Br[C:35]1[CH:43]=[CH:42][C:41]([F:44])=[C:40]2[C:36]=1[CH2:37][CH2:38][C@H:39]2[O:45][C:46]1[CH:59]=[CH:58][C:49]2[C@H:50]([CH2:53][C:54]([O:56][CH3:57])=[O:55])[CH2:51][O:52][C:48]=2[CH:47]=1, predict the reaction product. The product is: [CH3:20][C:3]1[CH:4]=[C:5]([C:12]2[CH2:17][CH2:16][O:15][C:14](=[O:18])[CH:13]=2)[CH:6]=[C:10]([CH3:9])[C:2]=1[C:35]1[CH:43]=[CH:42][C:41]([F:44])=[C:40]2[C:36]=1[CH2:37][CH2:38][C@H:39]2[O:45][C:46]1[CH:59]=[CH:58][C:49]2[C@H:50]([CH2:53][C:54]([O:56][CH3:57])=[O:55])[CH2:51][O:52][C:48]=2[CH:47]=1. (5) Given the reactants [CH2:1]([C:5]1[C:10]([CH3:11])=[C:9]([O:12][CH3:13])[C:8]([CH3:14])=[C:7]([CH3:15])[C:6]=1[O:16][CH3:17])[CH2:2][CH:3]=[CH2:4].C12BC(CCC1)CCC2.[OH-].[Na+].OO.B.C([O-])([O-])=[O:33].[K+].[K+].C(OC(C)C)(=O)C, predict the reaction product. The product is: [CH3:17][O:16][C:6]1[C:7]([CH3:15])=[C:8]([CH3:14])[C:9]([O:12][CH3:13])=[C:10]([CH3:11])[C:5]=1[CH2:1][CH2:2][CH2:3][CH2:4][OH:33]. (6) Given the reactants [F:1][C:2]([F:32])([F:31])[C:3]1[CH:11]=[C:10]2[C:6]([C:7]([C@@H:22]3[CH2:24][C@H:23]3[C:25](N(OC)C)=[O:26])=[CH:8][N:9]2[S:12]([C:15]2[CH:20]=[CH:19][C:18]([CH3:21])=[CH:17][CH:16]=2)(=[O:14])=[O:13])=[CH:5][CH:4]=1.C(C1C=C2C(=CC=1)N(S(C1C=CC(C)=CC=1)(=O)=O)C=C2[C@@H]1C[C@H]1C=O)#N, predict the reaction product. The product is: [F:32][C:2]([F:1])([F:31])[C:3]1[CH:11]=[C:10]2[C:6]([C:7]([C@@H:22]3[CH2:24][C@H:23]3[CH:25]=[O:26])=[CH:8][N:9]2[S:12]([C:15]2[CH:16]=[CH:17][C:18]([CH3:21])=[CH:19][CH:20]=2)(=[O:14])=[O:13])=[CH:5][CH:4]=1. (7) Given the reactants [N+:1]([C:4]1[CH:9]=[CH:8][C:7]([CH:10]([NH2:12])[CH3:11])=[CH:6][CH:5]=1)([O-:3])=[O:2].[CH3:13][O:14][C:15]([C:17]1[S:18][C:19]([C:22](O)=[O:23])=[CH:20][CH:21]=1)=[O:16], predict the reaction product. The product is: [CH3:13][O:14][C:15]([C:17]1[S:18][C:19]([C:22](=[O:23])[NH:12][CH:10]([C:7]2[CH:6]=[CH:5][C:4]([N+:1]([O-:3])=[O:2])=[CH:9][CH:8]=2)[CH3:11])=[CH:20][CH:21]=1)=[O:16].